This data is from Forward reaction prediction with 1.9M reactions from USPTO patents (1976-2016). The task is: Predict the product of the given reaction. (1) Given the reactants [CH2:1]([O:5][CH2:6][CH2:7][O:8][C:9]1[CH:14]=[CH:13][C:12]([C:15]2[CH:16]=[CH:17][C:18]3[N:24]([CH2:25][CH:26]([CH3:28])[CH3:27])[CH2:23][CH2:22][C:21]([C:29]([NH:31][C:32]4[CH:37]=[CH:36][C:35]([CH2:38][S:39][C:40]5[N:41]([CH3:45])[CH:42]=[CH:43][N:44]=5)=[CH:34][CH:33]=4)=[O:30])=[CH:20][C:19]=3[CH:46]=2)=[CH:11][CH:10]=1)[CH2:2][CH2:3][CH3:4].ClC1C=CC=C(C(OO)=[O:55])C=1.S([O-])([O-])(=O)=S.[Na+].[Na+], predict the reaction product. The product is: [CH2:1]([O:5][CH2:6][CH2:7][O:8][C:9]1[CH:10]=[CH:11][C:12]([C:15]2[CH:16]=[CH:17][C:18]3[N:24]([CH2:25][CH:26]([CH3:27])[CH3:28])[CH2:23][CH2:22][C:21]([C:29]([NH:31][C:32]4[CH:33]=[CH:34][C:35]([CH2:38][S:39]([C:40]5[N:41]([CH3:45])[CH:42]=[CH:43][N:44]=5)=[O:55])=[CH:36][CH:37]=4)=[O:30])=[CH:20][C:19]=3[CH:46]=2)=[CH:13][CH:14]=1)[CH2:2][CH2:3][CH3:4]. (2) Given the reactants Cl[CH2:2][C:3]1([CH3:9])[CH2:7][O:6][C:5](=[O:8])[NH:4]1.[NH:10]1[CH2:14][CH2:13][CH2:12][CH2:11]1.[I-].[Na+].CO, predict the reaction product. The product is: [CH3:9][C:3]1([CH2:2][N:10]2[CH2:14][CH2:13][CH2:12][CH2:11]2)[CH2:7][O:6][C:5](=[O:8])[NH:4]1. (3) Given the reactants [NH2:1][CH:2]1[CH2:7][CH2:6][N:5]([CH2:8][C@H:9]2[N:19]3[C:20]4[N:11]([C:12](=[O:22])[CH:13]=[CH:14][C:15]=4[N:16]=[CH:17][C:18]3=[O:21])[CH2:10]2)[CH2:4][CH2:3]1.[F:23][C:24]1[C:25]([CH:34]=O)=[CH:26][C:27]2[O:32][CH2:31][CH2:30][O:29][C:28]=2[CH:33]=1.C(O[BH-](OC(=O)C)OC(=O)C)(=O)C.[Na+].C(=O)([O-])O.[Na+].[Cl:55]CCl, predict the reaction product. The product is: [ClH:55].[F:23][C:24]1[C:25]([CH2:34][NH:1][CH:2]2[CH2:7][CH2:6][N:5]([CH2:8][C@H:9]3[N:19]4[C:20]5[N:11]([C:12](=[O:22])[CH:13]=[CH:14][C:15]=5[N:16]=[CH:17][C:18]4=[O:21])[CH2:10]3)[CH2:4][CH2:3]2)=[CH:26][C:27]2[O:32][CH2:31][CH2:30][O:29][C:28]=2[CH:33]=1. (4) Given the reactants [OH:1][C:2]1[CH:3]=[C:4]([CH:8]=[C:9]([OH:11])[CH:10]=1)[C:5]([OH:7])=[O:6].[C:12]([O-:15])([O-])=O.[K+].[K+].[C:18](Cl)(=[O:22])[CH:19]([CH3:21])[CH3:20].[CH3:24][CH:25](O)[CH3:26], predict the reaction product. The product is: [C:18]([O:1][C:2]1[CH:3]=[C:4]([CH:8]=[C:9]([O:11][C:12](=[O:15])[CH:25]([CH3:26])[CH3:24])[CH:10]=1)[C:5]([OH:7])=[O:6])(=[O:22])[CH:19]([CH3:21])[CH3:20]. (5) Given the reactants C(O)(=O)C.[Cl-].[NH4+:6].[F:7][C:8]1[CH:27]=[CH:26][CH:25]=[CH:24][C:9]=1[CH2:10][N:11]1[C:15]2=[N:16][CH:17]=[CH:18][CH:19]=[C:14]2[C:13]([C:20](=[NH:23])OC)=[N:12]1, predict the reaction product. The product is: [F:7][C:8]1[CH:27]=[CH:26][CH:25]=[CH:24][C:9]=1[CH2:10][N:11]1[C:15]2=[N:16][CH:17]=[CH:18][CH:19]=[C:14]2[C:13]([C:20]([NH2:6])=[NH:23])=[N:12]1. (6) Given the reactants [C:1]([O:5][C:6]([N:8]1[C:16]2[C:11](=[CH:12][C:13]([O:17][CH2:18][C:19]3[CH:24]=[CH:23][CH:22]=[CH:21][CH:20]=3)=[CH:14][CH:15]=2)[C:10]([C:25]2[N:26]([C:38]([O:40][C:41]([CH3:44])([CH3:43])[CH3:42])=[O:39])[C:27]3[C:32]([CH:33]=2)=[CH:31][C:30]([O:34][CH2:35][CH2:36]Cl)=[CH:29][CH:28]=3)=[N:9]1)=[O:7])([CH3:4])([CH3:3])[CH3:2].C(=O)([O-])[O-].[K+].[K+].[I-].[K+].C(O[C:61]([O:63][C:64]([CH3:67])([CH3:66])[CH3:65])=[O:62])(OC(C)(C)C)=O.CN([C:71]1[CH:76]=C[CH:74]=[CH:73][N:72]=1)C.C(#[N:79])C, predict the reaction product. The product is: [C:1]([O:5][C:6]([N:8]1[C:16]2[C:11](=[CH:12][C:13]([O:17][CH2:18][C:19]3[CH:24]=[CH:23][CH:22]=[CH:21][CH:20]=3)=[CH:14][CH:15]=2)[C:10]([C:25]2[N:26]([C:38]([O:40][C:41]([CH3:44])([CH3:43])[CH3:42])=[O:39])[C:27]3[C:32]([CH:33]=2)=[CH:31][C:30]([O:34][CH2:35][CH2:36][N:72]2[CH2:71][CH2:76][N:79]([C:61]([O:63][C:64]([CH3:65])([CH3:66])[CH3:67])=[O:62])[CH2:74][CH2:73]2)=[CH:29][CH:28]=3)=[N:9]1)=[O:7])([CH3:4])([CH3:3])[CH3:2]. (7) Given the reactants [Br:1][C:2]1[N:3]([CH3:12])[C:4]2[C:9]([N:10]=1)=[C:8](Cl)[N:7]=[CH:6][N:5]=2.C(N(C(C)C)CC)(C)C.Cl.[C:23]([C:25]1([C:31]2[CH:36]=[CH:35][CH:34]=[CH:33][CH:32]=2)[CH2:30][CH2:29][NH:28][CH2:27][CH2:26]1)#[N:24], predict the reaction product. The product is: [Br:1][C:2]1[N:3]([CH3:12])[C:4]2[C:9]([N:10]=1)=[C:8]([N:28]1[CH2:27][CH2:26][C:25]([C:31]3[CH:36]=[CH:35][CH:34]=[CH:33][CH:32]=3)([C:23]#[N:24])[CH2:30][CH2:29]1)[N:7]=[CH:6][N:5]=2. (8) Given the reactants Br[C:2]1[CH:7]=[CH:6][CH:5]=[C:4]([N:8]2[CH:12]=[N:11][CH:10]=[N:9]2)[N:3]=1.C([Sn](CCCC)(CCCC)[C:18]1[N:22]2[CH:23]=[CH:24][C:25]([C:27]([F:30])([F:29])[F:28])=[N:26][C:21]2=[N:20][CH:19]=1)CCC, predict the reaction product. The product is: [N:8]1([C:4]2[N:3]=[C:2]([C:18]3[N:22]4[CH:23]=[CH:24][C:25]([C:27]([F:28])([F:29])[F:30])=[N:26][C:21]4=[N:20][CH:19]=3)[CH:7]=[CH:6][CH:5]=2)[CH:12]=[N:11][CH:10]=[N:9]1. (9) Given the reactants FC(F)(F)[C:3]1[CH:4]=[C:5]([CH:8]=[CH:9][CH:10]=1)[CH:6]=O.[CH3:13][CH:14]([CH3:33])[CH:15]([C:27]1[CH:32]=[CH:31][CH:30]=[CH:29][CH:28]=1)[C:16]([NH:18][C@@H:19]1[C@@H:26]2[C@@H:22]([CH2:23][NH:24][CH2:25]2)[CH2:21][CH2:20]1)=[O:17].[CH:34]1([CH:40](C2CCCCC2)C(N[C@@H]2[C@H:40]3[C@H:34]([CH2:39]NC3)[CH2:35]C2)=O)[CH2:39]CCC[CH2:35]1, predict the reaction product. The product is: [C:34]([C:10]1[CH:3]=[CH:4][C:5]([CH2:6][N:24]2[CH2:25][C@@H:26]3[C@@H:19]([NH:18][C:16](=[O:17])[CH:15]([C:27]4[CH:28]=[CH:29][CH:30]=[CH:31][CH:32]=4)[CH:14]([CH3:33])[CH3:13])[CH2:20][CH2:21][C@@H:22]3[CH2:23]2)=[CH:8][CH:9]=1)([CH3:40])([CH3:39])[CH3:35]. (10) Given the reactants [NH2:1][C:2]1[N:7]=[CH:6][N:5]=[C:4]2[N:8]([CH2:25][C@H:26]([NH:28][C:29](=[O:33])[CH2:30][C:31]#[N:32])[CH3:27])[N:9]=[C:10]([C:11]3[CH:16]=[CH:15][C:14]([O:17][C:18]4[CH:23]=[CH:22][CH:21]=[CH:20][CH:19]=4)=[CH:13][C:12]=3[F:24])[C:3]=12.[CH3:34][C:35]([NH:39][C:40](=[O:46])[O:41][C:42]([CH3:45])([CH3:44])[CH3:43])([CH3:38])[CH:36]=O, predict the reaction product. The product is: [NH2:1][C:2]1[N:7]=[CH:6][N:5]=[C:4]2[N:8]([CH2:25][C@H:26]([NH:28][C:29](=[O:33])[C:30]([C:31]#[N:32])=[CH:38][C:35]([NH:39][C:40](=[O:46])[O:41][C:42]([CH3:45])([CH3:44])[CH3:43])([CH3:34])[CH3:36])[CH3:27])[N:9]=[C:10]([C:11]3[CH:16]=[CH:15][C:14]([O:17][C:18]4[CH:19]=[CH:20][CH:21]=[CH:22][CH:23]=4)=[CH:13][C:12]=3[F:24])[C:3]=12.